Dataset: Full USPTO retrosynthesis dataset with 1.9M reactions from patents (1976-2016). Task: Predict the reactants needed to synthesize the given product. (1) Given the product [F:12][C:5]1[CH:4]=[C:3]([CH:8]=[C:7]([N+:9]([O-:11])=[O:10])[CH:6]=1)[CH2:2][N:26]1[CH2:27][CH2:28][N:23]([CH3:22])[CH2:24][CH2:25]1, predict the reactants needed to synthesize it. The reactants are: Br[CH2:2][C:3]1[CH:8]=[C:7]([N+:9]([O-:11])=[O:10])[CH:6]=[C:5]([F:12])[CH:4]=1.CCN(C(C)C)C(C)C.[CH3:22][N:23]1[CH2:28][CH2:27][NH:26][CH2:25][CH2:24]1. (2) Given the product [F:1][C:2]1[N:7]=[C:6]([N:8]2[CH2:13][CH2:12][N:11]([CH2:14][CH2:15][CH2:16][CH2:17][NH2:18])[CH2:10][CH2:9]2)[CH:5]=[CH:4][CH:3]=1, predict the reactants needed to synthesize it. The reactants are: [F:1][C:2]1[N:7]=[C:6]([N:8]2[CH2:13][CH2:12][N:11]([CH2:14][CH2:15][CH2:16][CH2:17][N:18]3C(=O)C4C(=CC=CC=4)C3=O)[CH2:10][CH2:9]2)[CH:5]=[CH:4][CH:3]=1.O.NN. (3) Given the product [C:24]([OH:31])(=[O:30])/[CH:25]=[CH:26]\[C:27]([OH:29])=[O:28].[CH3:1][C:2]1([CH3:16])[O:3][C:4]2=[CH:5][C:6]3[C:18]([CH3:19])=[CH:14][C:13]([CH3:24])=[N:12][C:7]=3[CH:8]=[C:9]2[CH:10]=[CH:11]1, predict the reactants needed to synthesize it. The reactants are: [CH3:1][C:2]1([CH3:16])[CH:11]=[CH:10][C:9]2[C:4](=[CH:5][CH:6]=[C:7]([NH:12][C:13](=O)[CH3:14])[CH:8]=2)[O:3]1.Cl.[CH3:18][C:19](=O)C=CC.[C:24]([OH:31])(=[O:30])/[CH:25]=[CH:26]\[C:27]([OH:29])=[O:28]. (4) Given the product [NH2:17][C:15]1[CH:14]=[CH:13][C:5]([C:6]([O:8][C:9]([CH3:11])([CH3:12])[CH3:10])=[O:7])=[C:4]([F:3])[CH:16]=1, predict the reactants needed to synthesize it. The reactants are: [Cl-].[NH4+].[F:3][C:4]1[CH:16]=[C:15]([N+:17]([O-])=O)[CH:14]=[CH:13][C:5]=1[C:6]([O:8][C:9]([CH3:12])([CH3:11])[CH3:10])=[O:7]. (5) Given the product [C:12]([C:11]1[CH:10]=[N:9][N:8]2[C:3]([C:2]([F:1])([F:29])[F:28])=[CH:4][C:5]([C:18]3[CH:23]=[CH:22][C:21]([C:24]([F:27])([F:26])[F:25])=[CH:20][CH:19]=3)=[N:6][C:7]=12)#[CH:13], predict the reactants needed to synthesize it. The reactants are: [F:1][C:2]([F:29])([F:28])[C:3]1[N:8]2[N:9]=[CH:10][C:11]([C:12]#[C:13][Si](C)(C)C)=[C:7]2[N:6]=[C:5]([C:18]2[CH:23]=[CH:22][C:21]([C:24]([F:27])([F:26])[F:25])=[CH:20][CH:19]=2)[CH:4]=1.C([O-])([O-])=O.[K+].[K+].